This data is from Tyrosyl-DNA phosphodiesterase HTS with 341,365 compounds. The task is: Binary Classification. Given a drug SMILES string, predict its activity (active/inactive) in a high-throughput screening assay against a specified biological target. (1) The compound is Clc1c(C(=O)N\C(=C/c2c3c(n(c2)C)cccc3)C(=O)NCCCn2ccnc2)cccc1. The result is 0 (inactive). (2) The compound is O=C(N1CCN(CC1)C)c1c(n(nc1)c1ccccc1)NC(=O)c1ccc([N+]([O-])=O)cc1. The result is 0 (inactive).